Dataset: Forward reaction prediction with 1.9M reactions from USPTO patents (1976-2016). Task: Predict the product of the given reaction. (1) Given the reactants [CH3:1][C:2]1[CH:3]=[C:4]([CH:8]=[CH:9][C:10]=1[C:11]([N:13]1[CH2:17][CH2:16][CH2:15][CH2:14]1)=[O:12])[C:5]([OH:7])=O.CN(C(ON1N=NC2C=CC=CC1=2)=[N+](C)C)C.[B-](F)(F)(F)F.C(N(C(C)C)CC)(C)C.[Cl:49][C:50]1[CH:61]=[CH:60][C:53]2[N:54]=[C:55]([C@@H:57]([NH2:59])[CH3:58])[NH:56][C:52]=2[CH:51]=1.ClCl, predict the reaction product. The product is: [Cl:49][C:50]1[CH:61]=[CH:60][C:53]2[NH:54][C:55]([C@@H:57]([NH:59][C:5](=[O:7])[C:4]3[CH:8]=[CH:9][C:10]([C:11]([N:13]4[CH2:17][CH2:16][CH2:15][CH2:14]4)=[O:12])=[C:2]([CH3:1])[CH:3]=3)[CH3:58])=[N:56][C:52]=2[CH:51]=1. (2) Given the reactants [N:1]([CH2:4][CH:5]1[CH2:10][CH:9]2[N:11](C(OC(C)(C)C)=O)[CH:6]1[CH2:7][CH2:8]2)=[N+:2]=[N-:3].C(O)(C(F)(F)F)=O, predict the reaction product. The product is: [N:1]([CH2:4][CH:5]1[CH2:10][CH:9]2[NH:11][CH:6]1[CH2:7][CH2:8]2)=[N+:2]=[N-:3]. (3) The product is: [CH3:1][O:2][CH2:3][CH2:4][O:5][C:6]1[CH:7]=[C:8]2[C:13](=[CH:14][C:15]=1[O:16][CH2:17][CH2:18][O:19][CH3:20])[N:12]=[CH:11][CH:10]=[C:9]2[O:21][C:22]1[CH:28]=[CH:27][C:25]([NH:26][C:51]([N:41]2[CH2:42][CH2:43][N:44]([C:45]3[CH:50]=[CH:49][CH:48]=[CH:47][CH:46]=3)[C:40]2=[O:39])=[O:52])=[CH:24][C:23]=1[F:29]. Given the reactants [CH3:1][O:2][CH2:3][CH2:4][O:5][C:6]1[CH:7]=[C:8]2[C:13](=[CH:14][C:15]=1[O:16][CH2:17][CH2:18][O:19][CH3:20])[N:12]=[CH:11][CH:10]=[C:9]2[O:21][C:22]1[CH:28]=[CH:27][C:25]([NH2:26])=[CH:24][C:23]=1[F:29].CCN(C(C)C)C(C)C.[O:39]=[C:40]1[N:44]([C:45]2[CH:50]=[CH:49][CH:48]=[CH:47][CH:46]=2)[CH2:43][CH2:42][N:41]1[C:51](Cl)=[O:52], predict the reaction product. (4) The product is: [Cl:1][C:2]1[CH:3]=[C:4]2[C:9](=[CH:10][C:11]=1[C:12]([N:68]1[CH2:69][CH2:70][CH2:71][C@H:67]1[C:65]([N:64]([CH3:72])[CH3:63])=[O:66])=[O:14])[N:8]=[CH:7][N:6]=[C:5]2[NH:15][CH:16]([C:18]1[NH:22][C:21]2[CH:23]=[CH:24][C:25]([Cl:27])=[CH:26][C:20]=2[N:19]=1)[CH3:17]. Given the reactants [Cl:1][C:2]1[CH:3]=[C:4]2[C:9](=[CH:10][C:11]=1[C:12]([OH:14])=O)[N:8]=[CH:7][N:6]=[C:5]2[NH:15][CH:16]([C:18]1[NH:22][C:21]2[CH:23]=[CH:24][C:25]([Cl:27])=[CH:26][C:20]=2[N:19]=1)[CH3:17].FC1C(OC(N(C)C)=[N+](C)C)=C(F)C(F)=C(F)C=1F.F[P-](F)(F)(F)(F)F.C(N(C(C)C)CC)(C)C.[CH3:63][N:64]([CH3:72])[C:65]([C@@H:67]1[CH2:71][CH2:70][CH2:69][NH:68]1)=[O:66], predict the reaction product. (5) Given the reactants [F:1][CH:2]([F:13])[O:3]C1C=C2C(C=CN2)=CC=1.C(O[C:18]1[CH:19]=[C:20]2[C:24](=[CH:25][CH:26]=1)[N:23]([C:27]([NH2:29])=[O:28])[CH:22]=[C:21]2[N:30]=[C:31]=[O:32])C=C, predict the reaction product. The product is: [F:1][CH:2]([F:13])[O:3][C:26]1[CH:25]=[C:24]2[C:20]([C:21]([N:30]=[C:31]=[O:32])=[CH:22][N:23]2[C:27]([NH2:29])=[O:28])=[CH:19][CH:18]=1. (6) Given the reactants [Cl:1][C:2]1[N:11]=[C:10](Cl)[C:9]2[C:4](=[CH:5][CH:6]=[C:7]([O:13][CH3:14])[CH:8]=2)[N:3]=1.[NH2:15][C:16]1[CH:21]=[CH:20][CH:19]=[CH:18][CH:17]=1.C(N(CC)C(C)C)(C)C, predict the reaction product. The product is: [Cl:1][C:2]1[N:11]=[C:10]([NH:15][C:16]2[CH:21]=[CH:20][CH:19]=[CH:18][CH:17]=2)[C:9]2[C:4](=[CH:5][CH:6]=[C:7]([O:13][CH3:14])[CH:8]=2)[N:3]=1. (7) Given the reactants [C:1]([C:3]1[N:4]=[CH:5][C:6]2[C:12]([OH:13])=[C:11]([C:14]([NH:16][CH2:17][C:18]([O:20]C(C)(C)C)=[O:19])=[O:15])[C:10](=[O:25])[N:9]([CH3:26])[C:7]=2[N:8]=1)#[N:2].OC1C2C=NC(S(C)(=O)=O)=NC=2N(C)C(=O)C=1C(NCC(OC(C)(C)C)=O)=O.[C-]#N.[Na+], predict the reaction product. The product is: [C:1]([C:3]1[N:4]=[CH:5][C:6]2[C:12]([OH:13])=[C:11]([C:14]([NH:16][CH2:17][C:18]([OH:20])=[O:19])=[O:15])[C:10](=[O:25])[N:9]([CH3:26])[C:7]=2[N:8]=1)#[N:2]. (8) The product is: [OH:7][C@@H:8]([C@@:10]1([CH3:31])[C@H:14]([C:15]2[CH:20]=[CH:19][C:18]([O:21][CH3:22])=[C:17]([O:23][CH2:35][CH:32]3[CH2:34][CH2:33]3)[CH:16]=2)[CH2:13][N:12]([C:24](=[O:30])[CH2:25][S:26][C:27](=[O:29])[CH3:28])[CH2:11]1)[CH3:9]. Given the reactants C([O-])([O-])=O.[K+].[K+].[OH:7][C@@H:8]([C@@:10]1([CH3:31])[C@H:14]([C:15]2[CH:20]=[CH:19][C:18]([O:21][CH3:22])=[C:17]([OH:23])[CH:16]=2)[CH2:13][N:12]([C:24](=[O:30])[CH2:25][S:26][C:27](=[O:29])[CH3:28])[CH2:11]1)[CH3:9].[CH:32]1([CH2:35]Br)[CH2:34][CH2:33]1, predict the reaction product.